From a dataset of Peptide-MHC class II binding affinity with 134,281 pairs from IEDB. Regression. Given a peptide amino acid sequence and an MHC pseudo amino acid sequence, predict their binding affinity value. This is MHC class II binding data. The peptide sequence is TGSDGKTTWCSQTDY. The MHC is DRB1_0101 with pseudo-sequence DRB1_0101. The binding affinity (normalized) is 0.0184.